This data is from Full USPTO retrosynthesis dataset with 1.9M reactions from patents (1976-2016). The task is: Predict the reactants needed to synthesize the given product. (1) Given the product [OH:19][CH:14]([C:11]1[N:10]=[CH:9][C:8]([C:7]2[CH:6]=[CH:5][C:4]([N:20]3[CH2:24][C@H:23]([CH2:25][N:26]4[CH:30]=[CH:29][N:28]=[N:27]4)[O:22][C:21]3=[O:31])=[CH:3][C:2]=2[F:1])=[CH:13][CH:12]=1)[CH2:15][CH:16]([OH:18])[CH3:17], predict the reactants needed to synthesize it. The reactants are: [F:1][C:2]1[CH:3]=[C:4]([N:20]2[CH2:24][C@H:23]([CH2:25][N:26]3[CH:30]=[CH:29][N:28]=[N:27]3)[O:22][C:21]2=[O:31])[CH:5]=[CH:6][C:7]=1[C:8]1[CH:9]=[N:10][C:11]([CH:14]([OH:19])[CH2:15][C:16](=[O:18])[CH3:17])=[CH:12][CH:13]=1.[BH4-].[Na+]. (2) Given the product [C:1]([O:5][C:6](=[O:7])[NH:8][C@H:9]1[C@@H:10]([C:16](=[O:18])[NH2:34])[C@H:11]2[CH2:15][C@@H:14]1[CH:13]=[CH:12]2)([CH3:4])([CH3:3])[CH3:2], predict the reactants needed to synthesize it. The reactants are: [C:1]([O:5][C:6]([NH:8][C@@H:9]1[C@@H:14]2[CH2:15][C@@H:11]([CH:12]=[CH:13]2)[C@@H:10]1[C:16]([OH:18])=O)=[O:7])([CH3:4])([CH3:3])[CH3:2].C(OC(OC(OC(C)(C)C)=O)=O)(C)(C)C.[N:34]1C=CC=CC=1.O1CCOCC1.C(=O)(O)[O-].[NH4+].